This data is from CYP3A4 inhibition data for predicting drug metabolism from PubChem BioAssay. The task is: Regression/Classification. Given a drug SMILES string, predict its absorption, distribution, metabolism, or excretion properties. Task type varies by dataset: regression for continuous measurements (e.g., permeability, clearance, half-life) or binary classification for categorical outcomes (e.g., BBB penetration, CYP inhibition). Dataset: cyp3a4_veith. (1) The compound is CC(C)C(=O)C(C)(C)CCc1ccccn1. The result is 0 (non-inhibitor). (2) The drug is CC(C)c1cccc(C(C)C)c1O. The result is 0 (non-inhibitor). (3) The drug is CN(C)c1ccc(-c2cc(-n3ccnc3)ncn2)cc1. The result is 1 (inhibitor). (4) The result is 1 (inhibitor). The drug is COc1ccc(S(=O)(=O)/N=C2/C=CC(=O)C(C)=C2C)cc1. (5) The compound is CN1CCN(c2ccc([N+](=O)[O-])cc2NC(=O)c2ccccc2Cl)CC1. The result is 0 (non-inhibitor). (6) The drug is CCCSc1nc(C)cc(C)c1S(=O)(=O)c1ccccc1C. The result is 0 (non-inhibitor). (7) The compound is CCCC[C@@H]1C[C@H]1C(NC(=O)c1cccnc1)c1ccc(Cl)cc1. The result is 1 (inhibitor).